From a dataset of Catalyst prediction with 721,799 reactions and 888 catalyst types from USPTO. Predict which catalyst facilitates the given reaction. (1) Reactant: [CH:1]1([C:4]([C:6]2[CH:11]=[CH:10][CH:9]=[C:8]([CH:12]([CH3:14])[CH3:13])[C:7]=2[OH:15])=[O:5])[CH2:3][CH2:2]1.[CH2:16]([Mg]Br)[CH3:17]. Product: [CH:1]1([C:4]([C:6]2[CH:11]=[CH:10][CH:9]=[C:8]([CH:12]([CH3:13])[CH3:14])[C:7]=2[OH:15])([OH:5])[CH2:16][CH3:17])[CH2:2][CH2:3]1. The catalyst class is: 7. (2) Reactant: [BH4-].[Li+].[CH3:3][O:4][C:5]([N:7]1[CH2:12][CH:11]([C:13]2[CH:18]=[C:17]([F:19])[C:16]([F:20])=[C:15]([F:21])[CH:14]=2)[NH:10][CH:9]([C:22](OCC)=[O:23])[CH2:8]1)=[O:6].[Cl-].[NH4+].C(OCC)(=O)C. Product: [OH:23][CH2:22][CH:9]1[NH:10][CH:11]([C:13]2[CH:14]=[C:15]([F:21])[C:16]([F:20])=[C:17]([F:19])[CH:18]=2)[CH2:12][N:7]([C:5]([O:4][CH3:3])=[O:6])[CH2:8]1. The catalyst class is: 1. (3) Reactant: C([O:3][C:4]([C@@H:6]1[CH2:10][C@H:9]([NH:11][C:12](=[O:32])[CH2:13][CH2:14][CH2:15][CH2:16][CH:17]([C:25]2[CH:30]=[CH:29][C:28]([F:31])=[CH:27][CH:26]=2)[C:18]2[CH:23]=[CH:22][C:21]([F:24])=[CH:20][CH:19]=2)[CH2:8][N:7]1[C:33](=[O:50])[C:34]1[CH:39]=[C:38]([C:40]([CH3:43])([CH3:42])[CH3:41])[C:37]([O:44][CH3:45])=[C:36]([C:46]([CH3:49])([CH3:48])[CH3:47])[CH:35]=1)=[O:5])C.[Li+].[OH-]. Product: [F:24][C:21]1[CH:22]=[CH:23][C:18]([CH:17]([C:25]2[CH:30]=[CH:29][C:28]([F:31])=[CH:27][CH:26]=2)[CH2:16][CH2:15][CH2:14][CH2:13][C:12]([NH:11][C@@H:9]2[CH2:8][N:7]([C:33](=[O:50])[C:34]3[CH:39]=[C:38]([C:40]([CH3:41])([CH3:42])[CH3:43])[C:37]([O:44][CH3:45])=[C:36]([C:46]([CH3:49])([CH3:48])[CH3:47])[CH:35]=3)[C@H:6]([C:4]([OH:5])=[O:3])[CH2:10]2)=[O:32])=[CH:19][CH:20]=1. The catalyst class is: 87. (4) Reactant: C([O:3][C:4](=O)[CH:5]([C:23]1[CH:28]=[CH:27][CH:26]=[CH:25][CH:24]=1)[CH2:6][N:7]([CH2:16][C:17]1[CH:22]=[CH:21][CH:20]=[CH:19][CH:18]=1)[C:8](=[O:15])[CH2:9][C:10]([O:12][CH2:13][CH3:14])=[O:11])C.CC(C)([O-])C.[K+].Cl. Product: [CH2:13]([O:12][C:10]([CH:9]1[C:4](=[O:3])[CH:5]([C:23]2[CH:28]=[CH:27][CH:26]=[CH:25][CH:24]=2)[CH2:6][N:7]([CH2:16][C:17]2[CH:22]=[CH:21][CH:20]=[CH:19][CH:18]=2)[C:8]1=[O:15])=[O:11])[CH3:14]. The catalyst class is: 40. (5) Reactant: [CH3:1][O:2][C:3](=[O:41])[NH:4][CH:5]([CH:35]1[CH2:40][CH2:39][O:38][CH2:37][CH2:36]1)[C:6](=[O:34])[N:7]1[CH:12]([C:13]2[NH:14][C:15]([C:18]3[CH:23]=[CH:22][C:21](B4OC(C)(C)C(C)(C)O4)=[CH:20][CH:19]=3)=[CH:16][N:17]=2)[CH:11]2[CH2:33][CH:8]1[CH2:9][CH2:10]2.[C:42]([O:46][C:47]([N:49]1[CH2:53][CH2:52][CH2:51][CH:50]1[C:54]1[NH:55][C:56]([C:59]2[CH:68]=[CH:67][C:66]3[C:61](=[CH:62][CH:63]=[C:64](Br)[CH:65]=3)[CH:60]=2)=[CH:57][N:58]=1)=[O:48])([CH3:45])([CH3:44])[CH3:43].P([O-])([O-])([O-])=O.[K+].[K+].[K+]. Product: [C:42]([O:46][C:47]([N:49]1[CH2:53][CH2:52][CH2:51][CH:50]1[C:54]1[NH:55][C:56]([C:59]2[CH:68]=[CH:67][C:66]3[C:61](=[CH:62][CH:63]=[C:64]([C:21]4[CH:22]=[CH:23][C:18]([C:15]5[NH:14][C:13]([CH:12]6[CH:11]7[CH2:33][CH:8]([CH2:9][CH2:10]7)[N:7]6[C:6](=[O:34])[CH:5]([NH:4][C:3]([O:2][CH3:1])=[O:41])[CH:35]6[CH2:36][CH2:37][O:38][CH2:39][CH2:40]6)=[N:17][CH:16]=5)=[CH:19][CH:20]=4)[CH:65]=3)[CH:60]=2)=[CH:57][N:58]=1)=[O:48])([CH3:45])([CH3:44])[CH3:43]. The catalyst class is: 104. (6) Reactant: C([O:5][C:6](=[O:44])[C@:7]([NH:24][C:25]([NH:27][C@@H:28]1[CH2:39][O:38][CH2:37][CH2:36][CH2:35][CH2:34][O:33][CH2:32][C@H:31]([CH:40]([CH3:42])[CH3:41])[NH:30][C:29]1=[O:43])=[O:26])([CH3:23])[CH2:8][C:9]1[CH:10]=[N:11][C:12]([NH:15]C(OC(C)(C)C)=O)=[CH:13][CH:14]=1)(C)(C)C. Product: [NH2:15][C:12]1[N:11]=[CH:10][C:9]([CH2:8][C@@:7]([NH:24][C:25]([NH:27][C@@H:28]2[CH2:39][O:38][CH2:37][CH2:36][CH2:35][CH2:34][O:33][CH2:32][C@H:31]([CH:40]([CH3:41])[CH3:42])[NH:30][C:29]2=[O:43])=[O:26])([CH3:23])[C:6]([OH:44])=[O:5])=[CH:14][CH:13]=1. The catalyst class is: 157. (7) Reactant: [Br:1][C:2]1[CH:3]=[C:4]([C:15]([O:17]C)=[O:16])[C:5]2[C:6]([CH3:14])=[N:7][N:8]([CH:11]([CH3:13])[CH3:12])[C:9]=2[CH:10]=1.[OH-].[Na+]. Product: [Br:1][C:2]1[CH:3]=[C:4]([C:15]([OH:17])=[O:16])[C:5]2[C:6]([CH3:14])=[N:7][N:8]([CH:11]([CH3:12])[CH3:13])[C:9]=2[CH:10]=1. The catalyst class is: 40. (8) Reactant: [F:1][C:2]([F:11])([F:10])[C:3]1[N:8]=[CH:7][C:6]([OH:9])=[CH:5][N:4]=1.[F:12][C:13]1[CH:14]=[C:15]([CH:18]=[CH:19][C:20]=1F)[CH:16]=[O:17].C([O-])([O-])=O.[K+].[K+]. Product: [F:12][C:13]1[CH:14]=[C:15]([CH:18]=[CH:19][C:20]=1[O:9][C:6]1[CH:7]=[N:8][C:3]([C:2]([F:1])([F:10])[F:11])=[N:4][CH:5]=1)[CH:16]=[O:17]. The catalyst class is: 18.